Dataset: Full USPTO retrosynthesis dataset with 1.9M reactions from patents (1976-2016). Task: Predict the reactants needed to synthesize the given product. (1) Given the product [Br:13][C:8]1[CH:7]=[C:6]([CH:5]([NH:14][C:24]([C@@H:26]2[CH2:31][CH2:30][CH2:29][N:28]([C:32](=[O:48])[CH2:33][CH2:34][CH:35]3[CH2:40][CH2:39][N:38]([C:41]([O:43][C:44]([CH3:46])([CH3:45])[CH3:47])=[O:42])[CH2:37][CH2:36]3)[CH2:27]2)=[O:23])[CH2:4][C:3]([O:2][CH3:1])=[O:15])[CH:11]=[C:10]([F:12])[CH:9]=1, predict the reactants needed to synthesize it. The reactants are: [CH3:1][O:2][C:3](=[O:15])[CH2:4][CH:5]([NH2:14])[C:6]1[CH:11]=[C:10]([F:12])[CH:9]=[C:8]([Br:13])[CH:7]=1.O=C1CCC(=O)N1[O:23][C:24]([C@@H:26]1[CH2:31][CH2:30][CH2:29][N:28]([C:32](=[O:48])[CH2:33][CH2:34][CH:35]2[CH2:40][CH2:39][N:38]([C:41]([O:43][C:44]([CH3:47])([CH3:46])[CH3:45])=[O:42])[CH2:37][CH2:36]2)[CH2:27]1)=O.C(N(CC)CC)C.[Cl-].[NH4+]. (2) Given the product [CH2:23]([O:25][C:26]([C:28]1[CH:33]=[CH:32][C:31]([C:34]2[CH:39]=[CH:38][CH:37]=[CH:36][C:35]=2[CH2:40][S:19][CH2:20][CH2:21][OH:22])=[CH:30][CH:29]=1)=[O:27])[CH3:24], predict the reactants needed to synthesize it. The reactants are: C(OC(C1C=C(C2C=CC(C[S:19][CH2:20][CH2:21][OH:22])=CC=2)C=CC=1)=O)C.[CH2:23]([O:25][C:26]([C:28]1[CH:33]=[CH:32][C:31]([C:34]2[CH:39]=[CH:38][CH:37]=[CH:36][C:35]=2[CH2:40]Br)=[CH:30][CH:29]=1)=[O:27])[CH3:24].SCCO.C(=O)([O-])[O-].[K+].[K+]. (3) Given the product [C:6]([C:5]1[CH:8]=[C:9]([CH3:10])[C:2]([NH:11][CH2:12][CH2:13][CH2:14][C:15]([O:17][C:18]([CH3:21])([CH3:20])[CH3:19])=[O:16])=[N:3][CH:4]=1)#[N:7], predict the reactants needed to synthesize it. The reactants are: F[C:2]1[C:9]([CH3:10])=[CH:8][C:5]([C:6]#[N:7])=[CH:4][N:3]=1.[NH2:11][CH2:12][CH2:13][CH2:14][C:15]([O:17][C:18]([CH3:21])([CH3:20])[CH3:19])=[O:16].O.